Dataset: Full USPTO retrosynthesis dataset with 1.9M reactions from patents (1976-2016). Task: Predict the reactants needed to synthesize the given product. (1) Given the product [S:24]1[CH:25]=[CH:26][N:27]=[C:23]1[NH:22][C:19](=[O:21])[CH2:18][CH2:17][CH2:16][CH2:15][CH2:14][CH2:13][C:11]([C:2]1[CH:1]=[CH:10][C:5]([C:6]2[CH:7]=[CH:8][CH:9]=[CH:29][CH:28]=2)=[CH:4][CH:3]=1)=[O:12], predict the reactants needed to synthesize it. The reactants are: [CH:1]1[C:10]2[C:5](=[CH:6][CH:7]=[CH:8][CH:9]=2)[CH:4]=[CH:3][C:2]=1[C:11]([CH2:13][CH2:14][CH2:15][CH2:16][CH2:17][CH2:18][C:19]([OH:21])=O)=[O:12].[NH2:22][C:23]1[S:24][CH:25]=[CH:26][N:27]=1.[C:28]1(N)C=CC=C[C:29]=1N. (2) Given the product [CH2:28]([O:27][C:23]1[CH:22]=[C:21]([CH3:35])[C:20]([CH2:19][C@@H:15]2[CH2:16][CH2:10][N:9]([CH:8]3[CH2:12][CH2:6][C:7]4[C:2](=[CH:3][NH:37][N:38]=4)[CH2:1]3)[C:14]2=[O:36])=[C:25]([CH3:26])[CH:24]=1)[C:29]1[CH:34]=[CH:33][CH:32]=[CH:31][CH:30]=1, predict the reactants needed to synthesize it. The reactants are: [CH2:1]([C@@H:8]1[CH2:12]O[C:10](=O)[N:9]1[C:14](=[O:36])[C@H:15]([CH2:19][C:20]1[C:25]([CH3:26])=[CH:24][C:23]([O:27][CH2:28][C:29]2[CH:34]=[CH:33][CH:32]=[CH:31][CH:30]=2)=[CH:22][C:21]=1[CH3:35])[CH2:16]C=O)[C:2]1[CH:7]=[CH:6]C=C[CH:3]=1.[N:37]1[NH:38]C=C2C=1CCC(N)C2.C(O[BH-](OC(=O)C)OC(=O)C)(=O)C.[Na+].C(N(CC)C(C)C)(C)C. (3) Given the product [C:18]1([N:9]2[C:1]3([CH2:2][CH2:3]3)[CH2:4][O:5][C:6]3[CH:13]=[C:12]([C:14]([O:16][CH3:17])=[O:15])[CH:11]=[CH:10][C:7]=3[CH2:8]2)[CH:23]=[CH:22][CH:21]=[CH:20][CH:19]=1, predict the reactants needed to synthesize it. The reactants are: [C:1]12([NH:9][CH2:8][C:7]3[CH:10]=[CH:11][C:12]([C:14]([O:16][CH3:17])=[O:15])=[CH:13][C:6]=3[O:5][CH2:4]1)[CH2:3][CH2:2]2.[C:18]1(B(O)O)[CH:23]=[CH:22][CH:21]=[CH:20][CH:19]=1.CCN(CC)CC. (4) Given the product [OH:32][C:29]([C@H:25]1[CH2:26][CH2:27][CH2:28][N:24]1[C:21]([C:19]1[S:20][C:13]2[C:14](=[N:15][CH:16]=[CH:17][C:12]=2[NH:11][C:7]2[CH:6]=[C:5]3[C:4](=[CH:9][CH:8]=2)[NH:3][C:2]([CH3:10])=[CH:1]3)[CH:18]=1)=[O:23])([CH3:31])[CH3:30], predict the reactants needed to synthesize it. The reactants are: [CH3:1][C:2]1[NH:3][C:4]2[C:9]([CH:10]=1)=[CH:8][C:7]([NH:11][C:12]1[CH:17]=[CH:16][N:15]=[C:14]3[CH:18]=[C:19]([C:21]([OH:23])=O)[S:20][C:13]=13)=[CH:6][CH:5]=2.[NH:24]1[CH2:28][CH2:27][CH2:26][C@@H:25]1[C:29]([OH:32])([CH3:31])[CH3:30]. (5) Given the product [CH3:17][Si:18]([C:21]#[C:22][C:2]1[CH:3]=[C:4]([CH:14]=[CH:15][CH:16]=1)[CH2:5][NH:6][C:7](=[O:13])[O:8][C:9]([CH3:12])([CH3:11])[CH3:10])([CH3:20])[CH3:19], predict the reactants needed to synthesize it. The reactants are: Br[C:2]1[CH:3]=[C:4]([CH:14]=[CH:15][CH:16]=1)[CH2:5][NH:6][C:7](=[O:13])[O:8][C:9]([CH3:12])([CH3:11])[CH3:10].[CH3:17][Si:18]([C:21]#[CH:22])([CH3:20])[CH3:19].